From a dataset of Forward reaction prediction with 1.9M reactions from USPTO patents (1976-2016). Predict the product of the given reaction. (1) Given the reactants [CH3:1][C:2]1([CH3:22])[CH2:7][NH:6][CH:5]([CH2:8][C:9]([NH:11][C:12]2[CH:17]=[CH:16][C:15]([CH:18]([CH3:20])[CH3:19])=[CH:14][CH:13]=2)=[O:10])[C:4](=[O:21])[O:3]1.C=O.O.[C:26]([BH3-])#N.[Na+].C(O)(=O)C, predict the reaction product. The product is: [CH:18]([C:15]1[CH:16]=[CH:17][C:12]([NH:11][C:9](=[O:10])[CH2:8][CH:5]2[C:4](=[O:21])[O:3][C:2]([CH3:1])([CH3:22])[CH2:7][N:6]2[CH3:26])=[CH:13][CH:14]=1)([CH3:19])[CH3:20]. (2) Given the reactants [CH3:1][N:2]1[CH2:11][CH2:10][C:9]2[C:4](=[CH:5][C:6]([NH2:12])=[CH:7][CH:8]=2)[CH2:3]1.Cl[C:14]1[N:19]=[C:18]2[NH:20][C:21](=[O:34])[N:22]([C:25]3[C:30]([Cl:31])=[CH:29][C:28]([F:32])=[CH:27][C:26]=3[Cl:33])[C:23](=[NH:24])[C:17]2=[CH:16][N:15]=1.ClC1N=C2NC(=O)N(C3C(Cl)=CC=CC=3Cl)C(=N)C2=CN=1, predict the reaction product. The product is: [Cl:31][C:30]1[CH:29]=[C:28]([F:32])[CH:27]=[C:26]([Cl:33])[C:25]=1[N:22]1[C:23](=[NH:24])[C:17]2[C:18](=[N:19][C:14]([NH:12][C:6]3[CH:5]=[C:4]4[C:9]([CH2:10][CH2:11][N:2]([CH3:1])[CH2:3]4)=[CH:8][CH:7]=3)=[N:15][CH:16]=2)[NH:20][C:21]1=[O:34].